This data is from Peptide-MHC class II binding affinity with 134,281 pairs from IEDB. The task is: Regression. Given a peptide amino acid sequence and an MHC pseudo amino acid sequence, predict their binding affinity value. This is MHC class II binding data. (1) The peptide sequence is TLWQRPFVTIKIGGQLKEAL. The MHC is DRB1_0901 with pseudo-sequence DRB1_0901. The binding affinity (normalized) is 0.457. (2) The peptide sequence is DHGGACGYKDVDKPP. The MHC is DRB5_0101 with pseudo-sequence DRB5_0101. The binding affinity (normalized) is 0.0280. (3) The peptide sequence is LASFGDLRLVLRTKL. The MHC is DRB1_0101 with pseudo-sequence DRB1_0101. The binding affinity (normalized) is 0.620.